From a dataset of Catalyst prediction with 721,799 reactions and 888 catalyst types from USPTO. Predict which catalyst facilitates the given reaction. (1) Reactant: [Br:1][C:2]1[CH:3]=[C:4]([NH2:14])[C:5]([NH2:13])=[C:6]2[C:11]=1[CH2:10][N:9]([CH3:12])[CH2:8][CH2:7]2.[C:15](O)(=[O:19])[C:16](O)=[O:17]. Product: [Br:1][C:2]1[C:11]2[CH2:10][N:9]([CH3:12])[CH2:8][CH2:7][C:6]=2[C:5]2[NH:13][C:15](=[O:19])[C:16](=[O:17])[NH:14][C:4]=2[CH:3]=1. The catalyst class is: 33. (2) Reactant: [CH2:1](I)[CH3:2].[CH3:4][O:5][C:6]([C@H:8]1[CH2:13][CH2:12][C@H:11]([CH2:14][N:15]2[C:19]3[CH:20]=[C:21]([OH:24])[CH:22]=[CH:23][C:18]=3[N:17]([CH3:25])[C:16]2=[O:26])[CH2:10][CH2:9]1)=[O:7].C([O-])([O-])=O.[K+].[K+]. Product: [CH3:4][O:5][C:6]([C@H:8]1[CH2:9][CH2:10][C@H:11]([CH2:14][N:15]2[C:19]3[CH:20]=[C:21]([O:24][CH2:1][CH3:2])[CH:22]=[CH:23][C:18]=3[N:17]([CH3:25])[C:16]2=[O:26])[CH2:12][CH2:13]1)=[O:7]. The catalyst class is: 131. (3) Reactant: Br[CH2:2][C:3]1[CH:12]=[CH:11][C:6]([C:7]([O:9][CH3:10])=[O:8])=[CH:5][CH:4]=1.[N:13]1[C:17]2[CH:18]=[CH:19][CH:20]=[CH:21][C:16]=2[NH:15][CH:14]=1.C([O-])([O-])=O.[K+].[K+].O. Product: [N:13]1([CH2:2][C:3]2[CH:12]=[CH:11][C:6]([C:7]([O:9][CH3:10])=[O:8])=[CH:5][CH:4]=2)[C:17]2[CH:18]=[CH:19][CH:20]=[CH:21][C:16]=2[N:15]=[CH:14]1. The catalyst class is: 3. (4) Reactant: [N+:1]([C:4]1[CH:5]=[N:6][NH:7][CH:8]=1)([O-:3])=[O:2].Br[CH2:10][CH2:11][OH:12].C(=O)([O-])[O-].[Cs+].[Cs+]. Product: [N+:1]([C:4]1[CH:5]=[N:6][N:7]([CH2:10][CH2:11][OH:12])[CH:8]=1)([O-:3])=[O:2]. The catalyst class is: 18. (5) Reactant: [Cl:1][C:2]1[C:7]2[C:8](=[O:12])[NH:9][CH:10](O)[C:6]=2[C:5]([F:13])=[C:4]([F:14])[N:3]=1.FC(F)(F)C(O)=O.C([SiH](CC)CC)C. Product: [Cl:1][C:2]1[C:7]2[C:8](=[O:12])[NH:9][CH2:10][C:6]=2[C:5]([F:13])=[C:4]([F:14])[N:3]=1. The catalyst class is: 237. (6) Reactant: O=[C:2]1[CH2:8][CH2:7][CH2:6][CH2:5][CH2:4][CH:3]1[C:9]([O:11]C)=O.[NH2:13][C:14]1[CH:15]=[C:16]([CH:21]=[C:22]([F:24])[CH:23]=1)[C:17]([O:19][CH3:20])=[O:18].O1CCOCC1. Product: [F:24][C:22]1[CH:21]=[C:16]([C:17]([O:19][CH3:20])=[O:18])[C:15]2[C:9](=[O:11])[C:3]3[CH2:4][CH2:5][CH2:6][CH2:7][CH2:8][C:2]=3[NH:13][C:14]=2[CH:23]=1. The catalyst class is: 6. (7) Reactant: [CH3:1][C:2]1([CH2:9][CH2:10][C:11](=[O:14])[CH2:12][CH3:13])[C:6](=[O:7])[CH2:5][CH2:4][C:3]1=O.C1(C)C=CC(S(O)(=O)=O)=CC=1. Product: [CH3:13][C:12]1[C:11](=[O:14])[CH2:10][CH2:9][C:2]2([CH3:1])[C:3]=1[CH2:4][CH2:5][C:6]2=[O:7]. The catalyst class is: 11.